The task is: Regression/Classification. Given a drug SMILES string, predict its toxicity properties. Task type varies by dataset: regression for continuous values (e.g., LD50, hERG inhibition percentage) or binary classification for toxic/non-toxic outcomes (e.g., AMES mutagenicity, cardiotoxicity, hepatotoxicity). Dataset: ames.. This data is from Ames mutagenicity test results for genotoxicity prediction. (1) The compound is O=[N+]([O-])c1ccc2ccc3cccc4c3c2c1[C@@H]1O[C@H]41. The result is 1 (mutagenic). (2) The molecule is CCCCN(C[C@@H](O)C1=CC(=[N+]=[N-])C(=O)C=C1)N=O. The result is 1 (mutagenic). (3) The drug is C=CCNC(N)=O. The result is 1 (mutagenic). (4) The molecule is Cc1cccc2c1C(C)c1ccccc1-2. The result is 1 (mutagenic). (5) The compound is CN=NC(C)(C)OO. The result is 1 (mutagenic).